The task is: Predict the reactants needed to synthesize the given product.. This data is from Full USPTO retrosynthesis dataset with 1.9M reactions from patents (1976-2016). (1) Given the product [CH3:9][C:10]([CH3:15])([CH3:14])[CH2:11][CH2:12][NH:13][CH2:7][C:3]1[N:2]([CH3:1])[CH:6]=[CH:5][N:4]=1, predict the reactants needed to synthesize it. The reactants are: [CH3:1][N:2]1[CH:6]=[CH:5][N:4]=[C:3]1[CH:7]=O.[CH3:9][C:10]([CH3:15])([CH3:14])[CH2:11][CH2:12][NH2:13].[BH4-].[Na+]. (2) Given the product [CH3:10][CH2:11][CH2:12][CH:3]([CH3:2])[CH3:4].[C:11]([C:12]1[S:14][CH:2]=[C:3]([C:4]([O:6][CH2:7][CH3:8])=[O:5])[N:13]=1)([CH3:16])([CH3:15])[CH3:10], predict the reactants needed to synthesize it. The reactants are: Br[CH2:2][C:3](=O)[C:4]([O:6][CH2:7][CH3:8])=[O:5].[CH3:10][C:11]([CH3:16])([CH3:15])[C:12](=[S:14])[NH2:13]. (3) Given the product [F:1][C:2]1[CH:3]=[C:4]([C:8]2[C:12]([C:13]([N:40]3[CH2:39][CH2:38][N:37]([C:32]4[CH:33]=[CH:34][CH:35]=[CH:36][C:31]=4[O:30][CH3:29])[CH2:42][CH2:41]3)=[O:15])=[C:11]([CH3:16])[O:10][N:9]=2)[CH:5]=[CH:6][CH:7]=1, predict the reactants needed to synthesize it. The reactants are: [F:1][C:2]1[CH:3]=[C:4]([C:8]2[C:12]([C:13]([OH:15])=O)=[C:11]([CH3:16])[O:10][N:9]=2)[CH:5]=[CH:6][CH:7]=1.Cl.C(N=C=NCCCN(C)C)C.[CH3:29][O:30][C:31]1[CH:36]=[CH:35][CH:34]=[CH:33][C:32]=1[N:37]1[CH2:42][CH2:41][NH:40][CH2:39][CH2:38]1. (4) Given the product [NH2:47][C:45](=[O:46])[C:44]([NH:43][C:8]([C:5]1[CH:4]=[CH:3][C:2]([Br:1])=[CH:7][N:6]=1)=[O:10])([CH3:49])[CH3:48], predict the reactants needed to synthesize it. The reactants are: [Br:1][C:2]1[CH:3]=[CH:4][C:5]([C:8]([OH:10])=O)=[N:6][CH:7]=1.CCN(C(C)C)C(C)C.CN(C(ON1N=NC2C=CC=CC1=2)=[N+](C)C)C.[B-](F)(F)(F)F.Cl.[NH2:43][C:44]([CH3:49])([CH3:48])[C:45]([NH2:47])=[O:46]. (5) Given the product [CH3:24][C:25]([CH3:31])([CH3:30])[C:26]([NH:28][NH:29][C:21]([C@@H:13]1[C@@H:14]2[C@@H:15]([O:16][C:17]([CH3:19])([CH3:20])[O:18]2)[C@H:11]([N:6]2[CH:5]=[N:4][C:3]3[C:7]2=[N:8][CH:9]=[N:10][C:2]=3[Cl:1])[O:12]1)=[O:22])=[O:27], predict the reactants needed to synthesize it. The reactants are: [Cl:1][C:2]1[N:10]=[CH:9][N:8]=[C:7]2[C:3]=1[N:4]=[CH:5][N:6]2[C@H:11]1[C@@H:15]2[O:16][C:17]([CH3:20])([CH3:19])[O:18][C@@H:14]2[C@@H:13]([C:21](O)=[O:22])[O:12]1.[CH3:24][C:25]([CH3:31])([CH3:30])[C:26]([NH:28][NH2:29])=[O:27].C(OC1C=CC2C(=CC=CC=2)N1C(OCC)=O)C. (6) Given the product [CH3:29][O:28][C:25]1[CH:26]=[CH:27][C:22]([NH:21][S:20]([C:6]2[C:7]3[C:8]4[CH:15]=[C:14]([S:16]([N:34]([CH3:35])[CH3:33])(=[O:18])=[O:17])[CH:13]=[CH:12][C:9]=4[S:10][C:11]=3[C:3]([O:2][CH3:1])=[CH:4][CH:5]=2)(=[O:31])=[O:30])=[CH:23][CH:24]=1, predict the reactants needed to synthesize it. The reactants are: [CH3:1][O:2][C:3]1[C:11]2[S:10][C:9]3[CH:12]=[CH:13][C:14]([S:16](Cl)(=[O:18])=[O:17])=[CH:15][C:8]=3[C:7]=2[C:6]([S:20](=[O:31])(=[O:30])[NH:21][C:22]2[CH:27]=[CH:26][C:25]([O:28][CH3:29])=[CH:24][CH:23]=2)=[CH:5][CH:4]=1.Cl.[CH3:33][NH2+:34][CH3:35].N1C=CC=CC=1. (7) Given the product [CH3:42][C:41]([CH3:43])=[CH:40][CH2:39][O:38][C:35]1[CH:34]=[C:29]([C:30]([OH:32])=[O:31])[C:28](=[CH:37][CH:36]=1)[C:27]([OH:44])=[O:26], predict the reactants needed to synthesize it. The reactants are: CC(C)=CCO.COC(=O)C1C(=CC(OCC=C)=CC=1)C(OC)=O.C[O:26][C:27](=[O:44])[C:28]1[C:29](=[CH:34][C:35]([O:38][CH2:39][CH:40]=[C:41]([CH3:43])[CH3:42])=[CH:36][CH:37]=1)[C:30]([O:32]C)=[O:31].C(OC1C=C(C(O)=O)C(=CC=1)C(O)=O)C=C.